The task is: Binary Classification. Given a drug SMILES string, predict its activity (active/inactive) in a high-throughput screening assay against a specified biological target.. This data is from M1 muscarinic receptor antagonist screen with 61,756 compounds. (1) The drug is O1CCN(c2n3ncnc3nc3c2CCCC3)CC1. The result is 0 (inactive). (2) The molecule is O(C(CCN(C)C)(c1ccccc1)c1ccccc1)C. The result is 1 (active).